Dataset: Full USPTO retrosynthesis dataset with 1.9M reactions from patents (1976-2016). Task: Predict the reactants needed to synthesize the given product. (1) Given the product [O:3]1[C:7]2[CH:8]=[CH:9][CH:10]=[C:11]([CH:12]3[CH2:17][CH2:16][N:15]([CH2:18][CH2:19][C@H:20]4[CH2:21][CH2:22][C@H:23]([NH:26][C:37](=[O:38])[C:36]5[CH:35]=[CH:34][C:33]([C:29]6[CH:28]=[N:27][CH:32]=[CH:31][CH:30]=6)=[CH:41][CH:40]=5)[CH2:24][CH2:25]4)[CH2:14][CH2:13]3)[C:6]=2[CH2:5][CH2:4]1, predict the reactants needed to synthesize it. The reactants are: Cl.Cl.[O:3]1[C:7]2[CH:8]=[CH:9][CH:10]=[C:11]([CH:12]3[CH2:17][CH2:16][N:15]([CH2:18][CH2:19][C@H:20]4[CH2:25][CH2:24][C@H:23]([NH2:26])[CH2:22][CH2:21]4)[CH2:14][CH2:13]3)[C:6]=2[CH2:5][CH2:4]1.[N:27]1[CH:32]=[CH:31][CH:30]=[C:29]([C:33]2[CH:41]=[CH:40][C:36]([C:37](O)=[O:38])=[CH:35][CH:34]=2)[CH:28]=1. (2) Given the product [CH3:27][C:28]1[CH:35]=[CH:34][CH:33]=[C:32]([CH3:36])[C:29]=1[CH2:30][NH:1][C:2]1[C:3]2[N:4]([C:14]([CH3:18])=[C:15]([CH3:17])[N:16]=2)[CH:5]=[C:6]([C:8]([O:10][CH:11]([CH3:13])[CH3:12])=[O:9])[CH:7]=1, predict the reactants needed to synthesize it. The reactants are: [NH2:1][C:2]1[C:3]2[N:4]([C:14]([CH3:18])=[C:15]([CH3:17])[N:16]=2)[CH:5]=[C:6]([C:8]([O:10][CH:11]([CH3:13])[CH3:12])=[O:9])[CH:7]=1.[Na+].[I-].C([O-])([O-])=O.[K+].[K+].[CH3:27][C:28]1[CH:35]=[CH:34][CH:33]=[C:32]([CH3:36])[C:29]=1[CH2:30]Cl. (3) Given the product [CH:20]1([N:17]2[C:16](=[O:26])[NH:15][C:14]3[C:18]2=[N:19][C:11]([NH:10][C:4]2[C:5]([O:8][CH3:9])=[N:6][CH:7]=[C:2]([C:35]4[CH:36]=[N:37][NH:38][CH:39]=4)[CH:3]=2)=[N:12][CH:13]=3)[CH2:25][CH2:24][CH2:23][CH2:22][CH2:21]1, predict the reactants needed to synthesize it. The reactants are: Br[C:2]1[CH:3]=[C:4]([NH:10][C:11]2[N:19]=[C:18]3[C:14]([NH:15][C:16](=[O:26])[N:17]3[CH:20]3[CH2:25][CH2:24][CH2:23][CH2:22][CH2:21]3)=[CH:13][N:12]=2)[C:5]([O:8][CH3:9])=[N:6][CH:7]=1.CC1(C)C(C)(C)OB([C:35]2[CH:36]=[N:37][NH:38][CH:39]=2)O1.C(=O)([O-])[O-].[Cs+].[Cs+]. (4) Given the product [CH3:1][C:2]1[O:3][C:4]2[CH2:9][NH:8][CH2:7][C:5]=2[N:6]=1, predict the reactants needed to synthesize it. The reactants are: [CH3:1][C:2]1[O:3][C:4]2[CH2:9][N:8](C(OC(C)(C)C)=O)[CH2:7][C:5]=2[N:6]=1. (5) Given the product [NH2:21][C:20]1[N:1]([C:3]2[CH:4]=[CH:5][C:6]([C:7]([OH:9])=[O:8])=[CH:10][CH:11]=2)[N:2]=[C:13]([C:14]([CH3:17])([CH3:16])[CH3:15])[CH:19]=1, predict the reactants needed to synthesize it. The reactants are: [NH:1]([C:3]1[CH:11]=[CH:10][C:6]([C:7]([OH:9])=[O:8])=[CH:5][CH:4]=1)[NH2:2].Cl.[C:13]([CH2:19][C:20]#[N:21])(=O)[C:14]([CH3:17])([CH3:16])[CH3:15].[Li+].[OH-]. (6) Given the product [NH:1]1[C:9]2=[N:8][CH:7]=[CH:6][CH:5]=[C:4]2[C:3]([CH:10]=[C:17]2[O:16][C:15]([NH:18][C:19]3[CH:24]=[CH:23][CH:22]=[CH:21][CH:20]=3)=[C:14]([C:25]([O:27][CH2:28][CH3:29])=[O:26])[C:13]2=[O:12])=[CH:2]1, predict the reactants needed to synthesize it. The reactants are: [NH:1]1[C:9]2[C:4](=[CH:5][CH:6]=[CH:7][N:8]=2)[C:3]([CH:10]=O)=[CH:2]1.[O:12]=[C:13]1[CH2:17][O:16][C:15]([NH:18][C:19]2[CH:24]=[CH:23][CH:22]=[CH:21][CH:20]=2)=[C:14]1[C:25]([O:27][CH2:28][CH3:29])=[O:26].N1CCCCC1.